The task is: Predict the reaction yield, written as a fraction of the theoretical maximum amount of product (1.0 means a 100% yield; for example, 0.34 means a 34% yield).. This data is from Reaction yield outcomes from USPTO patents with 853,638 reactions. The reactants are C1N=CN([C:6](N2C=NC=C2)=[O:7])C=1.Cl.[NH2:14][C@@H:15]1[CH2:24][CH2:23][CH2:22][C:21]2[C:20]([C:25]3[N:29]=[C:28]([C:30]4[CH:31]=[CH:32][C:33]([O:38][CH:39]([CH3:41])[CH3:40])=[C:34]([CH:37]=4)[C:35]#[N:36])[O:27][N:26]=3)=[CH:19][CH:18]=[CH:17][C:16]1=2.CCN(CC)CC.[CH3:49][N:50]([CH3:56])[C@@H:51]1[CH2:55][CH2:54][NH:53][CH2:52]1. The catalyst is C(Cl)Cl. The product is [C:35]([C:34]1[CH:37]=[C:30]([C:28]2[O:27][N:26]=[C:25]([C:20]3[CH:19]=[CH:18][CH:17]=[C:16]4[C:21]=3[CH2:22][CH2:23][CH2:24][C@H:15]4[NH:14][C:6]([N:53]3[CH2:54][CH2:55][C@@H:51]([N:50]([CH3:56])[CH3:49])[CH2:52]3)=[O:7])[N:29]=2)[CH:31]=[CH:32][C:33]=1[O:38][CH:39]([CH3:41])[CH3:40])#[N:36]. The yield is 0.700.